From a dataset of Reaction yield outcomes from USPTO patents with 853,638 reactions. Predict the reaction yield, written as a fraction of the theoretical maximum amount of product (1.0 means a 100% yield; for example, 0.34 means a 34% yield). The reactants are ClC(Cl)(O[C:5](=[O:11])OC(Cl)(Cl)Cl)Cl.[F:13][C:14]1[CH:19]=[CH:18][C:17]([C@H:20]2[CH2:25][C@:24]([NH:29][C:30](=[O:39])[O:31][CH2:32][C:33]3[CH:38]=[CH:37][CH:36]=[CH:35][CH:34]=3)([CH2:26][CH:27]=[CH2:28])[CH2:23][CH2:22][NH:21]2)=[C:16]([CH3:40])[CH:15]=1.[F:41][C:42]([F:57])([F:56])[C:43]1[CH:44]=[C:45]([CH2:53][NH:54][CH3:55])[CH:46]=[C:47]([C:49]([F:52])([F:51])[F:50])[CH:48]=1.C([O-])(O)=O.[Na+]. The catalyst is C(OCC)(=O)C. The product is [F:41][C:42]([F:56])([F:57])[C:43]1[CH:44]=[C:45]([CH2:53][N:54]([CH3:55])[C:5]([N:21]2[CH2:22][CH2:23][C@@:24]([NH:29][C:30](=[O:39])[O:31][CH2:32][C:33]3[CH:34]=[CH:35][CH:36]=[CH:37][CH:38]=3)([CH2:26][CH:27]=[CH2:28])[CH2:25][C@@H:20]2[C:17]2[CH:18]=[CH:19][C:14]([F:13])=[CH:15][C:16]=2[CH3:40])=[O:11])[CH:46]=[C:47]([C:49]([F:50])([F:51])[F:52])[CH:48]=1. The yield is 0.460.